Dataset: NCI-60 drug combinations with 297,098 pairs across 59 cell lines. Task: Regression. Given two drug SMILES strings and cell line genomic features, predict the synergy score measuring deviation from expected non-interaction effect. (1) Drug 2: CC1CCC2CC(C(=CC=CC=CC(CC(C(=O)C(C(C(=CC(C(=O)CC(OC(=O)C3CCCCN3C(=O)C(=O)C1(O2)O)C(C)CC4CCC(C(C4)OC)OCCO)C)C)O)OC)C)C)C)OC. Drug 1: C1CC(C1)(C(=O)O)C(=O)O.[NH2-].[NH2-].[Pt+2]. Synergy scores: CSS=-1.30, Synergy_ZIP=0.220, Synergy_Bliss=-0.146, Synergy_Loewe=-4.66, Synergy_HSA=-4.66. Cell line: MCF7. (2) Drug 1: CC1OCC2C(O1)C(C(C(O2)OC3C4COC(=O)C4C(C5=CC6=C(C=C35)OCO6)C7=CC(=C(C(=C7)OC)O)OC)O)O. Drug 2: C1C(C(OC1N2C=C(C(=O)NC2=O)F)CO)O. Cell line: MDA-MB-435. Synergy scores: CSS=15.1, Synergy_ZIP=-6.19, Synergy_Bliss=-4.99, Synergy_Loewe=-5.85, Synergy_HSA=-5.59. (3) Drug 1: CC12CCC3C(C1CCC2=O)CC(=C)C4=CC(=O)C=CC34C. Drug 2: CCCCC(=O)OCC(=O)C1(CC(C2=C(C1)C(=C3C(=C2O)C(=O)C4=C(C3=O)C=CC=C4OC)O)OC5CC(C(C(O5)C)O)NC(=O)C(F)(F)F)O. Cell line: U251. Synergy scores: CSS=46.8, Synergy_ZIP=-1.52, Synergy_Bliss=-5.43, Synergy_Loewe=-2.07, Synergy_HSA=-2.81. (4) Drug 1: COC1=C(C=C2C(=C1)N=CN=C2NC3=CC(=C(C=C3)F)Cl)OCCCN4CCOCC4. Drug 2: CCCCC(=O)OCC(=O)C1(CC(C2=C(C1)C(=C3C(=C2O)C(=O)C4=C(C3=O)C=CC=C4OC)O)OC5CC(C(C(O5)C)O)NC(=O)C(F)(F)F)O. Cell line: SNB-19. Synergy scores: CSS=11.5, Synergy_ZIP=-1.57, Synergy_Bliss=1.25, Synergy_Loewe=3.69, Synergy_HSA=3.78. (5) Drug 1: C1CCN(CC1)CCOC2=CC=C(C=C2)C(=O)C3=C(SC4=C3C=CC(=C4)O)C5=CC=C(C=C5)O. Drug 2: C1CCC(CC1)NC(=O)N(CCCl)N=O. Cell line: RPMI-8226. Synergy scores: CSS=33.6, Synergy_ZIP=-0.210, Synergy_Bliss=-0.719, Synergy_Loewe=-6.12, Synergy_HSA=-3.23. (6) Drug 1: C1CC(=O)NC(=O)C1N2C(=O)C3=CC=CC=C3C2=O. Drug 2: C1CNP(=O)(OC1)N(CCCl)CCCl. Cell line: NCI/ADR-RES. Synergy scores: CSS=5.10, Synergy_ZIP=-2.73, Synergy_Bliss=-0.531, Synergy_Loewe=-0.806, Synergy_HSA=-0.720. (7) Drug 1: CC12CCC3C(C1CCC2=O)CC(=C)C4=CC(=O)C=CC34C. Drug 2: CC12CCC3C(C1CCC2O)C(CC4=C3C=CC(=C4)O)CCCCCCCCCS(=O)CCCC(C(F)(F)F)(F)F. Cell line: EKVX. Synergy scores: CSS=25.1, Synergy_ZIP=1.53, Synergy_Bliss=1.16, Synergy_Loewe=3.34, Synergy_HSA=2.46. (8) Drug 2: C1=NC2=C(N1)C(=S)N=C(N2)N. Cell line: HT29. Synergy scores: CSS=55.1, Synergy_ZIP=-2.15, Synergy_Bliss=0.402, Synergy_Loewe=-4.20, Synergy_HSA=0.222. Drug 1: CC1C(C(CC(O1)OC2CC(CC3=C2C(=C4C(=C3O)C(=O)C5=C(C4=O)C(=CC=C5)OC)O)(C(=O)CO)O)N)O.Cl.